Dataset: NCI-60 drug combinations with 297,098 pairs across 59 cell lines. Task: Regression. Given two drug SMILES strings and cell line genomic features, predict the synergy score measuring deviation from expected non-interaction effect. (1) Drug 1: CC1=C(C=C(C=C1)NC(=O)C2=CC=C(C=C2)CN3CCN(CC3)C)NC4=NC=CC(=N4)C5=CN=CC=C5. Drug 2: C(=O)(N)NO. Cell line: DU-145. Synergy scores: CSS=-5.04, Synergy_ZIP=6.11, Synergy_Bliss=6.69, Synergy_Loewe=-4.09, Synergy_HSA=-3.61. (2) Cell line: SK-MEL-28. Drug 1: CC(CN1CC(=O)NC(=O)C1)N2CC(=O)NC(=O)C2. Drug 2: CCC1(CC2CC(C3=C(CCN(C2)C1)C4=CC=CC=C4N3)(C5=C(C=C6C(=C5)C78CCN9C7C(C=CC9)(C(C(C8N6C=O)(C(=O)OC)O)OC(=O)C)CC)OC)C(=O)OC)O.OS(=O)(=O)O. Synergy scores: CSS=19.9, Synergy_ZIP=-5.21, Synergy_Bliss=1.78, Synergy_Loewe=-1.45, Synergy_HSA=2.52. (3) Drug 1: COC1=NC(=NC2=C1N=CN2C3C(C(C(O3)CO)O)O)N. Drug 2: C1CN(CCN1C(=O)CCBr)C(=O)CCBr. Cell line: NCI/ADR-RES. Synergy scores: CSS=25.2, Synergy_ZIP=1.54, Synergy_Bliss=4.65, Synergy_Loewe=-8.97, Synergy_HSA=-1.24.